This data is from Forward reaction prediction with 1.9M reactions from USPTO patents (1976-2016). The task is: Predict the product of the given reaction. (1) Given the reactants [I:1][C:2]1[CH:13]=[CH:12][C:5]([CH2:6][C@@H:7]([C:9]([OH:11])=[O:10])[NH2:8])=[CH:4][CH:3]=1.C(N(CC)CC)C.[F:21][C:22]([F:33])([F:32])[C:23](O[C:23](=[O:24])[C:22]([F:33])([F:32])[F:21])=[O:24], predict the reaction product. The product is: [F:21][C:22]([F:33])([F:32])[C:23]([NH:8][C@H:7]([C:9]([OH:11])=[O:10])[CH2:6][C:5]1[CH:4]=[CH:3][C:2]([I:1])=[CH:13][CH:12]=1)=[O:24]. (2) The product is: [Cl:50][C:51]1[C:56]([F:57])=[CH:55][CH:54]=[C:53]([O:58][CH3:59])[C:52]=1[C@H:60]([C:62]1[C:70]2[C:65](=[N:66][CH:67]=[C:68]([C:2]3[C:3]([CH3:11])=[N:4][N:5]([CH3:10])[C:6]=3[C:7]([NH2:15])=[O:9])[CH:69]=2)[NH:64][CH:63]=1)[CH3:61]. Given the reactants Br[C:2]1[C:3]([CH3:11])=[N:4][N:5]([CH3:10])[C:6]=1[C:7]([OH:9])=O.[NH4+].[Cl-].C[N:15](C(ON1N=NC2C=CC=CC1=2)=[N+](C)C)C.[B-](F)(F)(F)F.CCN(C(C)C)C(C)C.CN(C=O)C.[Cl:50][C:51]1[C:56]([F:57])=[CH:55][CH:54]=[C:53]([O:58][CH3:59])[C:52]=1[C@H:60]([C:62]1[C:70]2[C:65](=[N:66][CH:67]=[C:68](B3OC(C)(C)C(C)(C)O3)[CH:69]=2)[NH:64][CH:63]=1)[CH3:61].C([O-])([O-])=O.[K+].[K+].O, predict the reaction product. (3) The product is: [C:4]([O:3][C:1](=[O:2])[N:8]([CH:9]([C:11](=[O:13])[NH:48][CH:49]([C:50]([N:52]1[CH2:56][CH2:55][CH:54]2[N:57]([C:70]3[N:75]=[CH:74][CH:73]=[CH:72][N:71]=3)[CH2:58][CH:59]([C:60]3[C:68]4[C:63](=[CH:64][C:65]([F:69])=[CH:66][CH:67]=4)[NH:62][CH:61]=3)[CH:53]12)=[O:51])[CH:76]([CH3:77])[CH3:78])[CH3:10])[CH3:14])([CH3:5])([CH3:6])[CH3:7]. Given the reactants [C:1]([N:8]([CH3:14])[C@H:9]([C:11]([OH:13])=O)[CH3:10])([O:3][C:4]([CH3:7])([CH3:6])[CH3:5])=[O:2].CN(C(ON1N=NC2C=CC=NC1=2)=[N+](C)C)C.F[P-](F)(F)(F)(F)F.CCN(C(C)C)C(C)C.[NH2:48][CH:49]([CH:76]([CH3:78])[CH3:77])[C:50]([N:52]1[CH2:56][CH2:55][CH:54]2[N:57]([C:70]3[N:75]=[CH:74][CH:73]=[CH:72][N:71]=3)[CH2:58][CH:59]([C:60]3[C:68]4[C:63](=[CH:64][C:65]([F:69])=[CH:66][CH:67]=4)[NH:62][CH:61]=3)[CH:53]12)=[O:51], predict the reaction product. (4) Given the reactants [F-].[K+].C(C([O:9][C:10]([C:13]([O:19]C(C(C(F)(F)F)(F)F)(F)F)([C:15]([F:18])([F:17])[F:16])F)(F)[F:11])F)(F)(F)F, predict the reaction product. The product is: [C:15]([C:13]([C:10]([F:11])=[O:9])=[O:19])([F:18])([F:17])[F:16].